Task: Predict the reaction yield, written as a fraction of the theoretical maximum amount of product (1.0 means a 100% yield; for example, 0.34 means a 34% yield).. Dataset: Reaction yield outcomes from USPTO patents with 853,638 reactions (1) The reactants are [C:1]1([C:7]2[O:8][C:9]3[CH:15]=[CH:14][C:13]([C:16]([OH:18])=O)=[CH:12][C:10]=3[CH:11]=2)[CH:6]=[CH:5][CH:4]=[CH:3][CH:2]=1.[C:19]1([S:29]([NH2:32])(=[O:31])=[O:30])[C:20]([S:25]([NH2:28])(=[O:27])=[O:26])=[CH:21][CH:22]=[CH:23][CH:24]=1.C(Cl)CCl. The catalyst is CN(C1C=CN=CC=1)C. The product is [C:1]1([C:7]2[O:8][C:9]3[CH:15]=[CH:14][C:13]([C:16]([NH:32][S:29]([C:19]4[CH:24]=[CH:23][CH:22]=[CH:21][C:20]=4[S:25](=[O:27])(=[O:26])[NH2:28])(=[O:31])=[O:30])=[O:18])=[CH:12][C:10]=3[CH:11]=2)[CH:2]=[CH:3][CH:4]=[CH:5][CH:6]=1. The yield is 0.160. (2) The product is [C:23]([C:14]1([NH:1][C:2]2[CH:3]=[CH:4][C:5]([CH2:8][CH2:9][CH2:10][C:11]([OH:13])=[O:12])=[CH:6][CH:7]=2)[CH2:17][CH2:16][CH2:15]1)#[N:24]. The catalyst is C(OCC)(=O)C. The yield is 0.740. The reactants are [NH2:1][C:2]1[CH:7]=[CH:6][C:5]([CH2:8][CH2:9][CH2:10][C:11]([OH:13])=[O:12])=[CH:4][CH:3]=1.[C:14]1(=O)[CH2:17][CH2:16][CH2:15]1.[Si]([C:23]#[N:24])(C)(C)C. (3) The reactants are [CH:1]([N:4]1[C:8]([C:9]2[CH:10]=[C:11]([NH2:17])[CH:12]=[CH:13][C:14]=2[O:15][CH3:16])=[CH:7][CH:6]=[N:5]1)([CH3:3])[CH3:2].[Cl:18][C:19]1[CH:24]=[C:23]([C:25]([F:28])([F:27])[F:26])[CH:22]=[CH:21][C:20]=1[N:29]=[C:30]=[O:31]. The catalyst is C(Cl)Cl. The product is [Cl:18][C:19]1[CH:24]=[C:23]([C:25]([F:28])([F:27])[F:26])[CH:22]=[CH:21][C:20]=1[NH:29][C:30]([NH:17][C:11]1[CH:12]=[CH:13][C:14]([O:15][CH3:16])=[C:9]([C:8]2[N:4]([CH:1]([CH3:3])[CH3:2])[N:5]=[CH:6][CH:7]=2)[CH:10]=1)=[O:31]. The yield is 0.560.